Regression. Given two drug SMILES strings and cell line genomic features, predict the synergy score measuring deviation from expected non-interaction effect. From a dataset of Merck oncology drug combination screen with 23,052 pairs across 39 cell lines. (1) Drug 1: C=CCn1c(=O)c2cnc(Nc3ccc(N4CCN(C)CC4)cc3)nc2n1-c1cccc(C(C)(C)O)n1. Drug 2: O=C(NOCC(O)CO)c1ccc(F)c(F)c1Nc1ccc(I)cc1F. Cell line: SKMES1. Synergy scores: synergy=-2.63. (2) Drug 1: CCC1(O)CC2CN(CCc3c([nH]c4ccccc34)C(C(=O)OC)(c3cc4c(cc3OC)N(C)C3C(O)(C(=O)OC)C(OC(C)=O)C5(CC)C=CCN6CCC43C65)C2)C1. Drug 2: NC(=O)c1cccc2cn(-c3ccc(C4CCCNC4)cc3)nc12. Cell line: UWB1289BRCA1. Synergy scores: synergy=-0.315. (3) Drug 1: CN(Cc1cnc2nc(N)nc(N)c2n1)c1ccc(C(=O)NC(CCC(=O)O)C(=O)O)cc1. Drug 2: Cc1nc(Nc2ncc(C(=O)Nc3c(C)cccc3Cl)s2)cc(N2CCN(CCO)CC2)n1. Cell line: SKMES1. Synergy scores: synergy=-16.6. (4) Drug 1: NC1(c2ccc(-c3nc4ccn5c(=O)[nH]nc5c4cc3-c3ccccc3)cc2)CCC1. Drug 2: C#Cc1cccc(Nc2ncnc3cc(OCCOC)c(OCCOC)cc23)c1. Cell line: RPMI7951. Synergy scores: synergy=24.8. (5) Drug 1: O=P1(N(CCCl)CCCl)NCCCO1. Drug 2: CNC(=O)c1cc(Oc2ccc(NC(=O)Nc3ccc(Cl)c(C(F)(F)F)c3)cc2)ccn1. Cell line: SW620. Synergy scores: synergy=5.67. (6) Drug 1: CCC1=CC2CN(C1)Cc1c([nH]c3ccccc13)C(C(=O)OC)(c1cc3c(cc1OC)N(C)C1C(O)(C(=O)OC)C(OC(C)=O)C4(CC)C=CCN5CCC31C54)C2. Drug 2: C=CCn1c(=O)c2cnc(Nc3ccc(N4CCN(C)CC4)cc3)nc2n1-c1cccc(C(C)(C)O)n1. Cell line: VCAP. Synergy scores: synergy=-33.1. (7) Drug 1: NC(=O)c1cccc2cn(-c3ccc(C4CCCNC4)cc3)nc12. Drug 2: CNC(=O)c1cc(Oc2ccc(NC(=O)Nc3ccc(Cl)c(C(F)(F)F)c3)cc2)ccn1. Cell line: CAOV3. Synergy scores: synergy=-16.8. (8) Drug 1: CN1C(=O)C=CC2(C)C3CCC4(C)C(NC(=O)OCC(F)(F)F)CCC4C3CCC12. Drug 2: CS(=O)(=O)CCNCc1ccc(-c2ccc3ncnc(Nc4ccc(OCc5cccc(F)c5)c(Cl)c4)c3c2)o1. Cell line: KPL1. Synergy scores: synergy=23.4.